This data is from Peptide-MHC class I binding affinity with 185,985 pairs from IEDB/IMGT. The task is: Regression. Given a peptide amino acid sequence and an MHC pseudo amino acid sequence, predict their binding affinity value. This is MHC class I binding data. (1) The peptide sequence is AVLLHEESM. The MHC is HLA-B08:01 with pseudo-sequence HLA-B08:01. The binding affinity (normalized) is 0.437. (2) The peptide sequence is KVYEGVWKK. The MHC is HLA-A68:01 with pseudo-sequence HLA-A68:01. The binding affinity (normalized) is 0.648. (3) The peptide sequence is YAMAIRQAI. The MHC is HLA-C12:03 with pseudo-sequence HLA-C12:03. The binding affinity (normalized) is 1.00. (4) The peptide sequence is RIYKTIKQY. The MHC is HLA-A26:02 with pseudo-sequence HLA-A26:02. The binding affinity (normalized) is 0.0847. (5) The peptide sequence is AVNAATYNR. The MHC is HLA-B57:01 with pseudo-sequence HLA-B57:01. The binding affinity (normalized) is 0.0847. (6) The binding affinity (normalized) is 0.936. The MHC is HLA-A02:11 with pseudo-sequence HLA-A02:11. The peptide sequence is TLAQSLIDV.